From a dataset of Forward reaction prediction with 1.9M reactions from USPTO patents (1976-2016). Predict the product of the given reaction. (1) The product is: [CH3:1][C:2]1([CH3:34])[CH2:10][C:9]2[N:8]([C:11]3[CH:18]=[CH:17][C:14]([C:15]([NH2:16])=[O:35])=[C:13]([NH:19][CH:20]4[CH2:25][CH2:24][O:23][CH2:22][CH2:21]4)[CH:12]=3)[N:7]=[C:6]([CH2:26][C:27]3[CH:32]=[CH:31][CH:30]=[CH:29][N:28]=3)[C:5]=2[C:4](=[O:33])[CH2:3]1. Given the reactants [CH3:1][C:2]1([CH3:34])[CH2:10][C:9]2[N:8]([C:11]3[CH:18]=[CH:17][C:14]([C:15]#[N:16])=[C:13]([NH:19][CH:20]4[CH2:25][CH2:24][O:23][CH2:22][CH2:21]4)[CH:12]=3)[N:7]=[C:6]([CH2:26][C:27]3[CH:32]=[CH:31][CH:30]=[CH:29][N:28]=3)[C:5]=2[C:4](=[O:33])[CH2:3]1.[OH-:35].[Na+].OO, predict the reaction product. (2) Given the reactants [Cl:1][C:2]1[CH:3]=[C:4]([C@@H:9]([CH2:13][CH:14]2[CH2:19][CH2:18][CH2:17][CH2:16][O:15]2)[C:10]([OH:12])=O)[CH:5]=[CH:6][C:7]=1[Cl:8].F[P-](F)(F)(F)(F)F.N1(O[P+](N(C)C)(N(C)C)N(C)C)C2C=CC=CC=2N=N1.[NH2:47][C:48]1[S:49][CH:50]=[CH:51][N:52]=1.C(N(CC)CC)C, predict the reaction product. The product is: [Cl:1][C:2]1[CH:3]=[C:4]([C@@H:9]([CH2:13][CH:14]2[CH2:19][CH2:18][CH2:17][CH2:16][O:15]2)[C:10]([NH:47][C:48]2[S:49][CH:50]=[CH:51][N:52]=2)=[O:12])[CH:5]=[CH:6][C:7]=1[Cl:8]. (3) Given the reactants [F:1][C:2]1[CH:7]=[CH:6][C:5]([F:8])=[CH:4][C:3]=1[CH:9]1[CH2:13][CH2:12][CH2:11][N:10]1[C:14]1[CH:19]=[CH:18][N:17]2[N:20]=[CH:21][C:22](I)=[C:16]2[N:15]=1.[O-]P([O-])([O-])=O.[K+].[K+].[K+].[CH3:32][C:33]1[C:37](B(O)O)=[C:36]([CH3:41])[O:35][N:34]=1, predict the reaction product. The product is: [F:1][C:2]1[CH:7]=[CH:6][C:5]([F:8])=[CH:4][C:3]=1[CH:9]1[CH2:13][CH2:12][CH2:11][N:10]1[C:14]1[CH:19]=[CH:18][N:17]2[N:20]=[CH:21][C:22]([C:37]3[C:33]([CH3:32])=[N:34][O:35][C:36]=3[CH3:41])=[C:16]2[N:15]=1. (4) The product is: [F:17][C:18]1[CH:28]=[CH:27][CH:26]=[CH:25][C:19]=1[CH:20]=[CH:21][C:22]([NH:2][C@H:3]([C:6]([O:8][CH3:9])=[O:7])[CH2:4][OH:5])=[O:23]. Given the reactants Cl.[NH2:2][C@H:3]([C:6]([O:8][CH3:9])=[O:7])[CH2:4][OH:5].C(N(CC)CC)C.[F:17][C:18]1[CH:28]=[CH:27][CH:26]=[CH:25][C:19]=1[CH:20]=[CH:21][C:22](O)=[O:23].CCN=C=NCCCN(C)C.Cl, predict the reaction product. (5) Given the reactants [Cl:1][C:2]1[CH:3]=[C:4]([N:9]2[CH2:15][CH:14]3[CH:11]([CH2:12][NH:13]3)[CH2:10]2)[CH:5]=[N:6][C:7]=1[Cl:8].[C:16]([OH:19])(=[O:18])[CH3:17].O.N, predict the reaction product. The product is: [C:16]([OH:19])(=[O:18])[CH3:17].[Cl:1][C:2]1[CH:3]=[C:4]([N:9]2[CH2:15][C@@H:14]3[C@@H:11]([CH2:12][NH:13]3)[CH2:10]2)[CH:5]=[N:6][C:7]=1[Cl:8]. (6) The product is: [CH2:1]([C:3]1[O:4][C:5]2[CH:11]=[CH:10][CH:9]=[CH:8][C:6]=2[C:7]=1[C:18]([C:17]1[CH:21]=[CH:22][C:23]([O:24][CH3:25])=[C:15]([I:14])[CH:16]=1)=[O:19])[CH3:2]. Given the reactants [CH2:1]([C:3]1[O:4][C:5]2[CH:11]=[CH:10][CH:9]=[CH:8][C:6]=2[CH:7]=1)[CH3:2].N#N.[I:14][C:15]1[CH:16]=[C:17]([CH:21]=[CH:22][C:23]=1[O:24][CH3:25])[C:18](Cl)=[O:19].[Sn](Cl)(Cl)(Cl)Cl, predict the reaction product.